From a dataset of Forward reaction prediction with 1.9M reactions from USPTO patents (1976-2016). Predict the product of the given reaction. (1) Given the reactants [CH3:1][O:2][C:3]1[CH:8]=[CH:7][N:6]([C:9]2[CH:14]=[CH:13][C:12]([N:15]3[CH2:20][CH2:19][NH:18][CH2:17][CH2:16]3)=[CH:11][CH:10]=2)[C:5](=[O:21])[CH:4]=1.Cl[CH2:23][CH2:24][CH2:25][CH2:26][CH2:27][C:28]1[C:36]2[C:31](=[CH:32][CH:33]=[C:34]([C:37]#[N:38])[CH:35]=2)[NH:30][CH:29]=1.C(=O)([O-])[O-].[K+].[K+].[I-].[K+], predict the reaction product. The product is: [CH3:1][O:2][C:3]1[CH:8]=[CH:7][N:6]([C:9]2[CH:10]=[CH:11][C:12]([N:15]3[CH2:16][CH2:17][N:18]([CH2:23][CH2:24][CH2:25][CH2:26][CH2:27][C:28]4[C:36]5[C:31](=[CH:32][CH:33]=[C:34]([C:37]#[N:38])[CH:35]=5)[NH:30][CH:29]=4)[CH2:19][CH2:20]3)=[CH:13][CH:14]=2)[C:5](=[O:21])[CH:4]=1. (2) The product is: [NH:15]1[CH:16]=[CH:17][C:13]([NH:12][C:4]2[N:3]=[C:2]([O:25][C:22]3[CH:23]=[CH:24][C:19]([CH3:18])=[CH:20][CH:21]=3)[C:11]3[C:6]([CH:5]=2)=[CH:7][CH:8]=[CH:9][CH:10]=3)=[N:14]1. Given the reactants Cl[C:2]1[C:11]2[C:6](=[CH:7][CH:8]=[CH:9][CH:10]=2)[CH:5]=[C:4]([NH:12][C:13]2[CH:17]=[CH:16][NH:15][N:14]=2)[N:3]=1.[CH3:18][C:19]1[CH:24]=[CH:23][C:22]([OH:25])=[CH:21][CH:20]=1, predict the reaction product. (3) Given the reactants [CH3:1][O:2][C:3]1[CH:12]=[C:11]2[C:6]([C:7]([CH3:14])=[CH:8][C:9](=[O:13])[NH:10]2)=[CH:5][CH:4]=1.[H-].[Na+].CS(O[CH2:22][CH2:23][C:24]1([C:34]#[N:35])[CH2:33][CH2:32][C:27]2([O:31][CH2:30][CH2:29][O:28]2)[CH2:26][CH2:25]1)(=O)=O.C(=O)([O-])[O-].[K+].[K+], predict the reaction product. The product is: [CH3:1][O:2][C:3]1[CH:12]=[C:11]2[C:6]([C:7]([CH3:14])=[CH:8][C:9](=[O:13])[N:10]2[CH2:22][CH2:23][C:24]2([C:34]#[N:35])[CH2:33][CH2:32][C:27]3([O:28][CH2:29][CH2:30][O:31]3)[CH2:26][CH2:25]2)=[CH:5][CH:4]=1. (4) Given the reactants C1(C(C2C=CC=CC=2)(C2C=CC=CC=2)[N:8]2[CH:12]=[C:11]([C:13]3[CH:14]=[CH:15][C:16]4[N:17]([CH:19]=[C:20]([C:22]([NH:24][C:25]5[CH:30]=[CH:29][CH:28]=[CH:27][CH:26]=5)=[O:23])[N:21]=4)[CH:18]=3)[N:10]=[CH:9]2)C=CC=CC=1.[Cl:43]CCl, predict the reaction product. The product is: [ClH:43].[NH:8]1[CH:12]=[C:11]([C:13]2[CH:14]=[CH:15][C:16]3[N:17]([CH:19]=[C:20]([C:22]([NH:24][C:25]4[CH:26]=[CH:27][CH:28]=[CH:29][CH:30]=4)=[O:23])[N:21]=3)[CH:18]=2)[N:10]=[CH:9]1. (5) Given the reactants [CH3:1][O:2][C:3](=[O:29])/[CH:4]=[CH:5]/[C:6]1[CH:7]=[C:8]2[C:25](=[CH:26][CH:27]=1)[O:24][C:11]1([CH2:16][CH2:15][CH2:14][N:13](C(OC(C)(C)C)=O)[CH2:12]1)[CH2:10][C:9]2=[O:28].I[CH:31]([CH3:33])[CH3:32].C([O-])([O-])=O.[K+].[K+], predict the reaction product. The product is: [CH3:1][O:2][C:3](=[O:29])/[CH:4]=[CH:5]/[C:6]1[CH:7]=[C:8]2[C:25](=[CH:26][CH:27]=1)[O:24][C:11]1([CH2:16][CH2:15][CH2:14][N:13]([CH:31]([CH3:33])[CH3:32])[CH2:12]1)[CH2:10][C:9]2=[O:28]. (6) Given the reactants C(OC([N:8]1[C:13]2[CH:14]=[C:15]([Cl:24])[CH:16]=[C:17]([C:18]3[CH:23]=[CH:22][N:21]=[CH:20][CH:19]=3)[C:12]=2[O:11][CH:10]([C:25]([N:27]2[CH2:32][CH2:31][C:30]([C:41]#[N:42])([CH2:33][C:34]3[CH:39]=[CH:38][C:37]([F:40])=[CH:36][CH:35]=3)[CH2:29][CH2:28]2)=[O:26])[CH2:9]1)=O)(C)(C)C.C(O)(C(F)(F)F)=O, predict the reaction product. The product is: [Cl:24][C:15]1[CH:16]=[C:17]([C:18]2[CH:23]=[CH:22][N:21]=[CH:20][CH:19]=2)[C:12]2[O:11][CH:10]([C:25]([N:27]3[CH2:32][CH2:31][C:30]([CH2:33][C:34]4[CH:39]=[CH:38][C:37]([F:40])=[CH:36][CH:35]=4)([C:41]#[N:42])[CH2:29][CH2:28]3)=[O:26])[CH2:9][NH:8][C:13]=2[CH:14]=1. (7) Given the reactants [CH3:1][O:2][C:3](=[O:35])[NH:4][CH:5]([C:9]([N:11]1[CH2:15][C:14](F)(F)[CH2:13][CH:12]1[C:18]1[NH:19][C:20]([C:23]2[CH:28]=[CH:27][C:26]([C:29]#[C:30][Si](C)(C)C)=[CH:25][CH:24]=2)=[CH:21][N:22]=1)=[O:10])[CH:6]([CH3:8])[CH3:7].C([O-])([O-])=O.[K+].[K+], predict the reaction product. The product is: [CH3:1][O:2][C:3](=[O:35])[NH:4][CH:5]([C:9]([N:11]1[CH2:15][CH2:14][CH2:13][CH:12]1[C:18]1[NH:19][C:20]([C:23]2[CH:28]=[CH:27][C:26]([C:29]#[CH:30])=[CH:25][CH:24]=2)=[CH:21][N:22]=1)=[O:10])[CH:6]([CH3:8])[CH3:7].